This data is from Catalyst prediction with 721,799 reactions and 888 catalyst types from USPTO. The task is: Predict which catalyst facilitates the given reaction. (1) Reactant: [CH3:1][O:2][CH2:3][CH2:4][O:5][C:6]1[CH:7]=[C:8]2[C:12](=[C:13]([NH:15][S:16]([C:19]3[CH:24]=[CH:23][CH:22]=[CH:21][N:20]=3)(=[O:18])=[O:17])[CH:14]=1)[NH:11][C:10]([C:25](O)=[O:26])=[CH:9]2.[CH2:28]([S:35][CH:36]([CH:39]([O:42][CH3:43])[O:40][CH3:41])[CH2:37][NH2:38])[C:29]1[CH:34]=[CH:33][CH:32]=[CH:31][CH:30]=1.N1(O)C2C=CC=CC=2N=N1.Cl.CN(C)CCCN=C=NCC. Product: [CH2:28]([S:35][CH:36]([CH:39]([O:40][CH3:41])[O:42][CH3:43])[CH2:37][NH:38][C:25]([C:10]1[NH:11][C:12]2[C:8]([CH:9]=1)=[CH:7][C:6]([O:5][CH2:4][CH2:3][O:2][CH3:1])=[CH:14][C:13]=2[NH:15][S:16]([C:19]1[CH:24]=[CH:23][CH:22]=[CH:21][N:20]=1)(=[O:18])=[O:17])=[O:26])[C:29]1[CH:34]=[CH:33][CH:32]=[CH:31][CH:30]=1. The catalyst class is: 145. (2) Reactant: [OH:1][C@@H:2]([CH3:15])[CH2:3][NH:4][C:5]1[C:10]([CH:11]=O)=[CH:9][N:8]=[C:7]([S:13][CH3:14])[N:6]=1.C[O:17][C:18](=O)[CH2:19][O:20][C:21]1[CH:26]=[CH:25][C:24]([F:27])=[CH:23][C:22]=1[F:28].C(=O)([O-])[O-].[K+].[K+]. Product: [F:28][C:22]1[CH:23]=[C:24]([F:27])[CH:25]=[CH:26][C:21]=1[O:20][C:19]1[C:18](=[O:17])[N:4]([CH2:3][C@@H:2]([OH:1])[CH3:15])[C:5]2[N:6]=[C:7]([S:13][CH3:14])[N:8]=[CH:9][C:10]=2[CH:11]=1. The catalyst class is: 9. (3) Reactant: Br[C:2]1[N:6]([CH3:7])[CH:5]=[N:4][CH:3]=1.CON(C)[C:11]([C:13]1[N:14]=[C:15]([CH3:18])[S:16][CH:17]=1)=[O:12]. Product: [CH3:7][N:6]1[C:2]([C:11]([C:13]2[N:14]=[C:15]([CH3:18])[S:16][CH:17]=2)=[O:12])=[CH:3][N:4]=[CH:5]1. The catalyst class is: 1.